From a dataset of Full USPTO retrosynthesis dataset with 1.9M reactions from patents (1976-2016). Predict the reactants needed to synthesize the given product. (1) The reactants are: [OH:1][NH:2][C:3]([C:5]1[C:6]2[CH:7]=[CH:8][CH:9]=[N:10][C:11]=2[CH:12]=[CH:13][CH:14]=1)=[NH:4].ONC(C1C2C=CNC=2C=CC=1)=N.[CH2:28]([C:31]1[CH:39]=[CH:38][C:34]([C:35](O)=O)=[CH:33][CH:32]=1)[CH2:29][CH3:30].C(C1C=CC(C(O)=O)=CN=1)CC. Given the product [CH2:28]([C:31]1[CH:39]=[CH:38][C:34]([C:35]2[O:1][N:2]=[C:3]([C:5]3[CH:14]=[CH:13][CH:12]=[C:11]4[C:6]=3[CH:7]=[CH:8][CH:9]=[N:10]4)[N:4]=2)=[CH:33][CH:32]=1)[CH2:29][CH3:30], predict the reactants needed to synthesize it. (2) Given the product [CH2:17]([O:24][C:25]1[CH:32]=[CH:31][C:28]([CH2:29][NH:1][C:2]2[C:7]([Cl:8])=[C:6]([CH3:9])[N:5]=[C:4]([CH3:10])[N:3]=2)=[CH:27][C:26]=1[O:33][CH2:34][CH:35]1[CH2:37][CH2:36]1)[C:18]1[CH:19]=[CH:20][CH:21]=[CH:22][CH:23]=1, predict the reactants needed to synthesize it. The reactants are: [NH2:1][C:2]1[C:7]([Cl:8])=[C:6]([CH3:9])[N:5]=[C:4]([CH3:10])[N:3]=1.CC(C)([O-])C.[K+].[CH2:17]([O:24][C:25]1[CH:32]=[CH:31][C:28]([CH2:29]Cl)=[CH:27][C:26]=1[O:33][CH2:34][CH:35]1[CH2:37][CH2:36]1)[C:18]1[CH:23]=[CH:22][CH:21]=[CH:20][CH:19]=1.O. (3) Given the product [CH3:17][O:16][CH2:15][CH2:14][N:7]1[C:8]2=[CH:9][N:10]=[CH:11][CH:12]=[C:13]2[C:5]([C:3]([OH:4])=[O:2])=[CH:6]1, predict the reactants needed to synthesize it. The reactants are: C[O:2][C:3]([C:5]1[C:13]2[C:8](=[CH:9][N:10]=[CH:11][CH:12]=2)[N:7]([CH2:14][CH2:15][O:16][CH3:17])[CH:6]=1)=[O:4].[OH-].[Na+].Cl. (4) Given the product [Br:1][C:2]1[CH:3]=[CH:4][C:5]([S:8]([NH:12][CH2:13][CH2:14][NH:15][C:16](=[O:18])[CH3:17])(=[O:10])=[O:9])=[N:6][CH:7]=1, predict the reactants needed to synthesize it. The reactants are: [Br:1][C:2]1[CH:3]=[CH:4][C:5]([S:8](Cl)(=[O:10])=[O:9])=[N:6][CH:7]=1.[NH2:12][CH2:13][CH2:14][NH:15][C:16](=[O:18])[CH3:17].CCN(CC)CC. (5) Given the product [C:1]([O:5][C:6](=[O:39])[N:7]([CH2:31][C:32]1[CH:33]=[CH:34][C:35]([NH:38][C:49](=[O:52])[CH:50]=[CH2:51])=[CH:36][CH:37]=1)[C@H:8]1[CH2:13][CH2:12][CH2:11][C@@H:10]([NH:14][C:15]2[N:20]=[C:19]([C:21]3[C:29]4[C:24](=[CH:25][CH:26]=[CH:27][CH:28]=4)[NH:23][N:22]=3)[C:18]([Cl:30])=[CH:17][N:16]=2)[CH2:9]1)([CH3:4])([CH3:2])[CH3:3], predict the reactants needed to synthesize it. The reactants are: [C:1]([O:5][C:6](=[O:39])[N:7]([CH2:31][C:32]1[CH:37]=[CH:36][C:35]([NH2:38])=[CH:34][CH:33]=1)[C@H:8]1[CH2:13][CH2:12][CH2:11][C@@H:10]([NH:14][C:15]2[N:20]=[C:19]([C:21]3[C:29]4[C:24](=[CH:25][CH:26]=[CH:27][CH:28]=4)[NH:23][N:22]=3)[C:18]([Cl:30])=[CH:17][N:16]=2)[CH2:9]1)([CH3:4])([CH3:3])[CH3:2].CCN(C(C)C)C(C)C.[C:49](Cl)(=[O:52])[CH:50]=[CH2:51].O. (6) Given the product [F:1][C:2]1[CH:3]=[C:4]([C:8]2([CH2:24][CH2:25][N:26]3[C@H:27]4[CH2:33][CH2:32][C@@H:31]3[CH2:30][CH:29]([N:34]3[C:38]5[CH:39]=[CH:40][CH:41]=[CH:42][C:37]=5[N:36]=[C:35]3[CH3:43])[CH2:28]4)[CH2:13][CH2:12][N:11]([C:14](=[O:23])[C:15]([CH3:21])([CH3:22])[C:16]([OH:18])=[O:17])[CH2:10][CH2:9]2)[CH:5]=[CH:6][CH:7]=1, predict the reactants needed to synthesize it. The reactants are: [F:1][C:2]1[CH:3]=[C:4]([C:8]2([CH2:24][CH2:25][N:26]3[C@H:31]4[CH2:32][CH2:33][C@@H:27]3[CH2:28][CH:29]([N:34]3[C:38]5[CH:39]=[CH:40][CH:41]=[CH:42][C:37]=5[N:36]=[C:35]3[CH3:43])[CH2:30]4)[CH2:13][CH2:12][N:11]([C:14](=[O:23])[C:15]([CH3:22])([CH3:21])[C:16]([O:18]CC)=[O:17])[CH2:10][CH2:9]2)[CH:5]=[CH:6][CH:7]=1.[OH-].[Na+].